Dataset: NCI-60 drug combinations with 297,098 pairs across 59 cell lines. Task: Regression. Given two drug SMILES strings and cell line genomic features, predict the synergy score measuring deviation from expected non-interaction effect. (1) Synergy scores: CSS=3.13, Synergy_ZIP=1.43, Synergy_Bliss=5.24, Synergy_Loewe=0.986, Synergy_HSA=1.75. Cell line: EKVX. Drug 2: C1CC(=O)NC(=O)C1N2C(=O)C3=CC=CC=C3C2=O. Drug 1: CC12CCC(CC1=CCC3C2CCC4(C3CC=C4C5=CN=CC=C5)C)O. (2) Drug 1: CC1C(C(=O)NC(C(=O)N2CCCC2C(=O)N(CC(=O)N(C(C(=O)O1)C(C)C)C)C)C(C)C)NC(=O)C3=C4C(=C(C=C3)C)OC5=C(C(=O)C(=C(C5=N4)C(=O)NC6C(OC(=O)C(N(C(=O)CN(C(=O)C7CCCN7C(=O)C(NC6=O)C(C)C)C)C)C(C)C)C)N)C. Drug 2: CCN(CC)CCCC(C)NC1=C2C=C(C=CC2=NC3=C1C=CC(=C3)Cl)OC. Cell line: SR. Synergy scores: CSS=76.5, Synergy_ZIP=0.535, Synergy_Bliss=0.382, Synergy_Loewe=-14.6, Synergy_HSA=-0.174.